From a dataset of Forward reaction prediction with 1.9M reactions from USPTO patents (1976-2016). Predict the product of the given reaction. (1) Given the reactants [CH3:1][O:2][C:3]([C:5]1[CH:6]=[C:7]([OH:14])[CH:8]=[C:9]2[O:13][CH:12]=[CH:11][C:10]=12)=[O:4].C(O)(=O)C, predict the reaction product. The product is: [CH3:1][O:2][C:3]([C:5]1[CH:6]=[C:7]([OH:14])[CH:8]=[C:9]2[O:13][CH2:12][CH2:11][C:10]=12)=[O:4]. (2) Given the reactants [C:1]([N:3]=[C:4]([NH:7][C@@H:8]([CH2:19][CH:20]1[CH2:25][CH2:24][CH2:23][CH2:22][CH2:21]1)[CH2:9][N:10]([CH3:18])[C:11](=[O:17])[O:12][C:13]([CH3:16])([CH3:15])[CH3:14])SC)#[N:2].[Cl:26][C:27]1[CH:28]=[C:29]([C@@H:33]([C@@H:42]2[CH2:47][CH2:46][CH2:45][NH:44][CH2:43]2)[O:34][CH2:35][CH2:36][NH:37][C:38](=[O:41])[O:39][CH3:40])[CH:30]=[CH:31][CH:32]=1, predict the reaction product. The product is: [Cl:26][C:27]1[CH:28]=[C:29]([C@@H:33]([C@@H:42]2[CH2:47][CH2:46][CH2:45][N:44]([C:4](=[N:3][C:1]#[N:2])[NH:7][C@H:8]([CH2:9][N:10]([CH3:18])[C:11]([O:12][C:13]([CH3:16])([CH3:15])[CH3:14])=[O:17])[CH2:19][CH:20]3[CH2:25][CH2:24][CH2:23][CH2:22][CH2:21]3)[CH2:43]2)[O:34][CH2:35][CH2:36][NH:37][C:38](=[O:41])[O:39][CH3:40])[CH:30]=[CH:31][CH:32]=1.